This data is from Reaction yield outcomes from USPTO patents with 853,638 reactions. The task is: Predict the reaction yield, written as a fraction of the theoretical maximum amount of product (1.0 means a 100% yield; for example, 0.34 means a 34% yield). (1) The reactants are [CH3:1][O:2][C:3]1[CH:4]=[CH:5][C:6]2[NH:7][C:8]3[C:13]([C:14]=2[CH:15]=1)=[CH:12][C:11]([N+:16]([O-])=O)=[CH:10][CH:9]=3. The catalyst is CO.[Pd]. The product is [CH3:1][O:2][C:3]1[CH:15]=[C:14]2[C:6](=[CH:5][CH:4]=1)[NH:7][C:8]1[CH:9]=[CH:10][C:11]([NH2:16])=[CH:12][C:13]2=1. The yield is 0.920. (2) The reactants are C[O:2][C:3]1[CH:8]=[CH:7][C:6]([N:9]([CH3:19])[C:10](=[O:18])[CH2:11][C:12]2[CH:17]=[CH:16][CH:15]=[CH:14][CH:13]=2)=[CH:5][CH:4]=1.B(Br)(Br)Br.C([O-])([O-])=O.[Na+].[Na+]. The catalyst is C(Cl)Cl.O. The product is [OH:2][C:3]1[CH:8]=[CH:7][C:6]([N:9]([CH3:19])[C:10](=[O:18])[CH2:11][C:12]2[CH:13]=[CH:14][CH:15]=[CH:16][CH:17]=2)=[CH:5][CH:4]=1. The yield is 0.940. (3) The reactants are [H-].[Na+].[O:3]=[C:4]1[CH:13]([CH2:14][N:15]2[CH2:20][CH2:19][C:18]3([C:28]4[C:23](=[CH:24][CH:25]=[CH:26][CH:27]=4)[CH2:22][CH2:21]3)[CH2:17][CH2:16]2)[CH2:12][C:11]2[C:6](=[CH:7][CH:8]=[CH:9][CH:10]=2)[NH:5]1.Br[CH2:30][CH2:31][CH2:32][O:33][Si:34]([C:37]([CH3:40])([CH3:39])[CH3:38])([CH3:36])[CH3:35]. The catalyst is CN(C=O)C. The product is [Si:34]([O:33][CH2:32][CH2:31][CH2:30][N:5]1[C:6]2[C:11](=[CH:10][CH:9]=[CH:8][CH:7]=2)[CH2:12][CH:13]([CH2:14][N:15]2[CH2:16][CH2:17][C:18]3([C:28]4[C:23](=[CH:24][CH:25]=[CH:26][CH:27]=4)[CH2:22][CH2:21]3)[CH2:19][CH2:20]2)[C:4]1=[O:3])([C:37]([CH3:38])([CH3:39])[CH3:40])([CH3:36])[CH3:35]. The yield is 0.920. (4) The reactants are [F:1][C:2]1[CH:7]=[CH:6][C:5]([CH:8]2[CH:17]([C:18]3[N:22]([CH3:23])[N:21]=[CH:20][N:19]=3)[C:16](=O)[C:15]3[C:14]([C:25]([O:27]CC)=O)=[CH:13][CH:12]=[CH:11][C:10]=3[NH:9]2)=[CH:4][CH:3]=1.[NH2:30][NH2:31]. The catalyst is CO. The product is [F:1][C:2]1[CH:3]=[CH:4][C:5]([CH:8]2[NH:9][C:10]3[C:15]4[C:16](=[N:30][NH:31][C:25](=[O:27])[C:14]=4[CH:13]=[CH:12][CH:11]=3)[CH:17]2[C:18]2[N:22]([CH3:23])[N:21]=[CH:20][N:19]=2)=[CH:6][CH:7]=1. The yield is 0.900. (5) The reactants are [OH-].[Na+].C[O:4][C:5]([C:7]1[N:8]=[CH:9][C:10]([O:13][CH2:14][C:15]2[CH:32]=[CH:31][C:18]3[CH2:19][CH2:20][N:21]([C:24]([O:26][C:27]([CH3:30])([CH3:29])[CH3:28])=[O:25])[CH2:22][CH2:23][C:17]=3[CH:16]=2)=[N:11][CH:12]=1)=[O:6]. The catalyst is CO.O. The product is [CH3:30][C:27]([O:26][C:24]([N:21]1[CH2:20][CH2:19][C:18]2[CH:31]=[CH:32][C:15]([CH2:14][O:13][C:10]3[N:11]=[CH:12][C:7]([C:5]([OH:6])=[O:4])=[N:8][CH:9]=3)=[CH:16][C:17]=2[CH2:23][CH2:22]1)=[O:25])([CH3:28])[CH3:29]. The yield is 1.00. (6) The reactants are [Br:1][C:2]1[CH:7]=[CH:6][C:5]([S:8]([N:11]([CH3:13])[CH3:12])(=[O:10])=[O:9])=C(C#N)[CH:3]=1.[OH-:16].[Na+].[O:18]1[CH2:23][CH2:22]OCC1. No catalyst specified. The product is [Br:1][C:2]1[CH:7]=[CH:6][C:5]([S:8](=[O:10])(=[O:9])[N:11]([CH3:13])[CH3:12])=[C:22]([CH:3]=1)[C:23]([OH:18])=[O:16]. The yield is 0.340. (7) The reactants are C[O:2][C:3](=[O:15])[CH2:4][C:5]1[C:13]2[C:8](=[CH:9][CH:10]=[CH:11][CH:12]=2)[N:7]([CH3:14])[CH:6]=1.[OH-].[Na+].Cl.C(N1C2C(=CC=CC=2)C(CC(O)=O)=C1)C. The catalyst is O1CCCC1.CO. The product is [CH3:14][N:7]1[C:8]2[C:13](=[CH:12][CH:11]=[CH:10][CH:9]=2)[C:5]([CH2:4][C:3]([OH:15])=[O:2])=[CH:6]1. The yield is 0.970.